Dataset: NCI-60 drug combinations with 297,098 pairs across 59 cell lines. Task: Regression. Given two drug SMILES strings and cell line genomic features, predict the synergy score measuring deviation from expected non-interaction effect. (1) Drug 1: CC1C(C(CC(O1)OC2CC(CC3=C2C(=C4C(=C3O)C(=O)C5=C(C4=O)C(=CC=C5)OC)O)(C(=O)CO)O)N)O.Cl. Drug 2: CN(C(=O)NC(C=O)C(C(C(CO)O)O)O)N=O. Cell line: U251. Synergy scores: CSS=0.204, Synergy_ZIP=-3.61, Synergy_Bliss=-5.56, Synergy_Loewe=-13.3, Synergy_HSA=-3.94. (2) Drug 1: CN(C)C1=NC(=NC(=N1)N(C)C)N(C)C. Drug 2: CC1CCCC2(C(O2)CC(NC(=O)CC(C(C(=O)C(C1O)C)(C)C)O)C(=CC3=CSC(=N3)C)C)C. Cell line: MCF7. Synergy scores: CSS=-1.81, Synergy_ZIP=-0.198, Synergy_Bliss=1.14, Synergy_Loewe=-5.55, Synergy_HSA=-2.14.